This data is from Catalyst prediction with 721,799 reactions and 888 catalyst types from USPTO. The task is: Predict which catalyst facilitates the given reaction. (1) Reactant: [C:1]1([C:21]2[CH:26]=[CH:25][CH:24]=[CH:23][CH:22]=2)[CH:6]=[CH:5][C:4]([CH2:7][CH:8]([NH:13][C:14]([O:16][C:17]([CH3:20])([CH3:19])[CH3:18])=[O:15])[CH2:9][C:10]([OH:12])=[O:11])=[CH:3][CH:2]=1.[CH3:27][C:28](O)([CH3:30])[CH3:29].CCN=C=NCCCN(C)C.Cl. Product: [C:1]1([C:21]2[CH:22]=[CH:23][CH:24]=[CH:25][CH:26]=2)[CH:2]=[CH:3][C:4]([CH2:7][CH:8]([NH:13][C:14]([O:16][C:17]([CH3:20])([CH3:18])[CH3:19])=[O:15])[CH2:9][C:10]([O:12][C:28]([CH3:30])([CH3:29])[CH3:27])=[O:11])=[CH:5][CH:6]=1. The catalyst class is: 143. (2) Reactant: [F:1][C:2]1[CH:7]=[CH:6][CH:5]=[C:4]([F:8])[C:3]=1[C:9]1[NH:13][C:12]([CH3:14])=[C:11]([C:15]([O:17]C(C)(C)C)=[O:16])[CH:10]=1.Cl. Product: [F:1][C:2]1[CH:7]=[CH:6][CH:5]=[C:4]([F:8])[C:3]=1[C:9]1[NH:13][C:12]([CH3:14])=[C:11]([C:15]([OH:17])=[O:16])[CH:10]=1. The catalyst class is: 12. (3) Reactant: C([O:9][CH2:10][C:11]1[CH:16]=[CH:15][CH:14]=[CH:13][C:12]=1[C:17]([NH:19][C:20]1[CH:24]=[C:23]([CH3:25])[N:22]([CH2:26][C:27]2[CH:32]=[C:31]([Cl:33])[CH:30]=[CH:29][C:28]=2[O:34][CH2:35][CH:36]([CH3:38])[CH3:37])[N:21]=1)=[O:18])(=O)C1C=CC=CC=1.[O-]CC.[Na+]. Product: [Cl:33][C:31]1[CH:30]=[CH:29][C:28]([O:34][CH2:35][CH:36]([CH3:38])[CH3:37])=[C:27]([CH2:26][N:22]2[C:23]([CH3:25])=[CH:24][C:20]([NH:19][C:17](=[O:18])[C:12]3[CH:13]=[CH:14][CH:15]=[CH:16][C:11]=3[CH2:10][OH:9])=[N:21]2)[CH:32]=1. The catalyst class is: 8. (4) Reactant: B(Br)(Br)Br.[Cl:5][C:6]1[N:10]([CH2:11][N:12]2[CH2:16][CH:15]([CH2:17][CH2:18][CH3:19])[CH2:14][C:13]2=[O:20])[C:9]2[CH:21]=[C:22]([O:25]C)[CH:23]=[CH:24][C:8]=2[N:7]=1.C([O-])(O)=O.[Na+]. Product: [Cl:5][C:6]1[N:10]([CH2:11][N:12]2[CH2:16][CH:15]([CH2:17][CH2:18][CH3:19])[CH2:14][C:13]2=[O:20])[C:9]2[CH:21]=[C:22]([OH:25])[CH:23]=[CH:24][C:8]=2[N:7]=1. The catalyst class is: 2. (5) Reactant: Cl.[Cl:2][C:3]1[CH:4]=[C:5]([C:10]23[CH2:15][CH:14]2[CH2:13][NH:12][CH2:11]3)[CH:6]=[CH:7][C:8]=1[Cl:9].[OH-].[Na+].Br[CH2:19][CH3:20]. Product: [Cl:2][C:3]1[CH:4]=[C:5]([C:10]23[CH2:15][CH:14]2[CH2:13][N:12]([CH2:19][CH3:20])[CH2:11]3)[CH:6]=[CH:7][C:8]=1[Cl:9]. The catalyst class is: 2. (6) Reactant: [C:1]([C:4]1[CH:13]=[CH:12][C:7]([C:8]([O:10][CH3:11])=[O:9])=[CH:6][CH:5]=1)(=[O:3])[CH3:2].[C:14]([Si](C)(C)C)([F:17])([F:16])[F:15].CCCC[N+](CCCC)(CCCC)CCCC.[F-]. Product: [F:15][C:14]([F:17])([F:16])[C:1]([C:4]1[CH:13]=[CH:12][C:7]([C:8]([O:10][CH3:11])=[O:9])=[CH:6][CH:5]=1)([OH:3])[CH3:2]. The catalyst class is: 116.